This data is from Full USPTO retrosynthesis dataset with 1.9M reactions from patents (1976-2016). The task is: Predict the reactants needed to synthesize the given product. (1) Given the product [ClH:1].[CH3:13][O:14][C:11]([C:8]1[CH:9]=[CH:10][N:5]2[CH:4]=[CH:3][N:2]=[C:6]2[CH:7]=1)=[NH:12], predict the reactants needed to synthesize it. The reactants are: [ClH:1].[N:2]1[CH:3]=[CH:4][N:5]2[CH:10]=[CH:9][C:8]([C:11]#[N:12])=[CH:7][C:6]=12.[CH3:13][OH:14]. (2) Given the product [F:12][C:13]1[CH:20]=[CH:19][C:16]([C:17]2[NH:6][C:4](=[O:5])[C:3]3[C:2](=[CH:10][CH:9]=[C:8]([CH3:11])[CH:7]=3)[N:1]=2)=[CH:15][CH:14]=1, predict the reactants needed to synthesize it. The reactants are: [NH2:1][C:2]1[CH:10]=[CH:9][C:8]([CH3:11])=[CH:7][C:3]=1[C:4]([NH2:6])=[O:5].[F:12][C:13]1[CH:20]=[CH:19][C:16]([CH:17]=O)=[CH:15][CH:14]=1.II.C(=O)([O-])[O-].[K+].[K+]. (3) Given the product [CH3:25][O:24][C:22]([N:18]1[CH2:17][CH:16]=[C:15]([C:9]2[CH:14]=[CH:13][CH:12]=[CH:11][CH:10]=2)[CH2:20][CH2:19]1)=[O:23], predict the reactants needed to synthesize it. The reactants are: C(N(CC)CC)C.Cl.[C:9]1([C:15]2[CH2:16][CH2:17][NH:18][CH2:19][CH:20]=2)[CH:14]=[CH:13][CH:12]=[CH:11][CH:10]=1.Cl[C:22]([O:24][CH3:25])=[O:23]. (4) Given the product [Si:30]([O:29][CH2:28][CH2:27][C:3]1([C:1]#[N:2])[CH2:8][CH2:7][N:6]([C:9]([O:11][C:12]([CH3:15])([CH3:14])[CH3:13])=[O:10])[CH2:5][CH2:4]1)([C:33]([CH3:36])([CH3:35])[CH3:34])([CH3:32])[CH3:31], predict the reactants needed to synthesize it. The reactants are: [C:1]([CH:3]1[CH2:8][CH2:7][N:6]([C:9]([O:11][C:12]([CH3:15])([CH3:14])[CH3:13])=[O:10])[CH2:5][CH2:4]1)#[N:2].C[Si](C)(C)N[Si](C)(C)C.[Li].Br[CH2:27][CH2:28][O:29][Si:30]([C:33]([CH3:36])([CH3:35])[CH3:34])([CH3:32])[CH3:31]. (5) Given the product [OH:13][CH2:12][CH:10]1[CH2:11][N:8]([C:6]([O:5][C:1]([CH3:4])([CH3:3])[CH3:2])=[O:7])[CH2:9]1, predict the reactants needed to synthesize it. The reactants are: [C:1]([O:5][C:6]([N:8]1[CH2:11][CH:10]([C:12](O)=[O:13])[CH2:9]1)=[O:7])([CH3:4])([CH3:3])[CH3:2].CN1CCOCC1.ClC(OCC(C)C)=O.[BH4-].[Na+]. (6) Given the product [CH2:47]([N:51]([CH2:52][C:53]1[CH:67]=[CH:66][C:56]([O:57][C:58]([CH3:65])([CH3:64])[C:59]([O:61][CH2:62][CH3:63])=[O:60])=[C:55]([CH3:68])[CH:54]=1)[C:70]1[CH:75]=[CH:74][CH:73]=[C:72]([C:76]2[CH:81]=[CH:80][C:79]([C:82]([F:83])([F:85])[F:84])=[CH:78][CH:77]=2)[N:71]=1)[CH2:48][CH2:49][CH3:50], predict the reactants needed to synthesize it. The reactants are: C1C=CC(P(C2C=CC3C(=CC=CC=3)C=2C2C3C(=CC=CC=3)C=CC=2P(C2C=CC=CC=2)C2C=CC=CC=2)C2C=CC=CC=2)=CC=1.[CH2:47]([NH:51][CH2:52][C:53]1[CH:67]=[CH:66][C:56]([O:57][C:58]([CH3:65])([CH3:64])[C:59]([O:61][CH2:62][CH3:63])=[O:60])=[C:55]([CH3:68])[CH:54]=1)[CH2:48][CH2:49][CH3:50].Br[C:70]1[CH:75]=[CH:74][CH:73]=[C:72]([C:76]2[CH:81]=[CH:80][C:79]([C:82]([F:85])([F:84])[F:83])=[CH:78][CH:77]=2)[N:71]=1.C(=O)([O-])[O-].[Cs+].[Cs+].